This data is from Full USPTO retrosynthesis dataset with 1.9M reactions from patents (1976-2016). The task is: Predict the reactants needed to synthesize the given product. (1) Given the product [NH2:11][C:10]1[C:5]([CH:3]=[O:2])=[N:6][CH:7]=[CH:8][N:9]=1, predict the reactants needed to synthesize it. The reactants are: C[O:2][C:3]([C:5]1[C:10]([NH2:11])=[N:9][CH:8]=[CH:7][N:6]=1)=O.[H-].C([Al+]CC(C)C)C(C)C. (2) Given the product [F:1][C:2]1[CH:3]=[CH:4][C:5]([S:8]([NH:11][C:12]2[C:13]([O:27][CH3:28])=[N:14][CH:15]=[C:16]([C:30]3[CH:31]=[CH:32][C:33]4[N:34]([C:36]([C:39]#[C:40][Si:41]([CH3:42])([CH3:44])[CH3:43])=[CH:37][N:38]=4)[N:35]=3)[CH:17]=2)(=[O:9])=[O:10])=[CH:6][CH:7]=1, predict the reactants needed to synthesize it. The reactants are: [F:1][C:2]1[CH:7]=[CH:6][C:5]([S:8]([NH:11][C:12]2[C:13]([O:27][CH3:28])=[N:14][CH:15]=[C:16](B3OC(C)(C)C(C)(C)O3)[CH:17]=2)(=[O:10])=[O:9])=[CH:4][CH:3]=1.Br[C:30]1[CH:31]=[CH:32][C:33]2[N:34]([C:36]([C:39]#[C:40][Si:41]([CH3:44])([CH3:43])[CH3:42])=[CH:37][N:38]=2)[N:35]=1.C(Cl)Cl.C([O-])([O-])=O.[Na+].[Na+]. (3) Given the product [F:28][C:29]1[CH:30]=[C:31]2[C:35](=[CH:36][CH:37]=1)[NH:34][CH:33]=[C:32]2[CH2:38][CH:39]1[CH2:44][CH2:43][CH2:42][N:41]([CH2:16][CH:14]2[O:15][C:6]3=[C:5]4[C:48](=[CH:49][CH:8]=[C:7]3[O:12][CH2:13]2)[N:47]=[C:50]([CH3:51])[CH:9]=[CH:10]4)[CH2:40]1, predict the reactants needed to synthesize it. The reactants are: CC1C=N[C:5]2[C:6]3[O:15][C@@H:14]([CH2:16]OS(C4C=CC(Br)=CC=4)(=O)=O)[CH2:13][O:12][C:7]=3[CH:8]=[CH:9][C:10]=2C=1.[F:28][C:29]1[CH:30]=[C:31]2[C:35](=[CH:36][CH:37]=1)[NH:34][CH:33]=[C:32]2[CH2:38][CH:39]1[CH2:44][CH2:43][CH2:42][NH:41][CH2:40]1.C([N:47]([CH2:50][CH3:51])[CH2:48][CH3:49])C. (4) Given the product [CH3:1][C:2]1[CH:3]=[C:4]([CH:8]=[CH:9][C:10]=1[C:11]([N:13]1[CH2:17][CH:16]=[CH:15][CH2:14]1)=[O:12])[C:5]([NH:59][C@H:55]([C:53]1[NH:52][C:51]2[CH:60]=[CH:61][C:48]([Cl:47])=[CH:49][C:50]=2[N:54]=1)[CH2:56][O:57][CH3:58])=[O:7], predict the reactants needed to synthesize it. The reactants are: [CH3:1][C:2]1[CH:3]=[C:4]([CH:8]=[CH:9][C:10]=1[C:11]([N:13]1[CH2:17][CH:16]=[CH:15][CH2:14]1)=[O:12])[C:5]([OH:7])=O.CN(C(ON1N=NC2C=CC=CC1=2)=[N+](C)C)C.[B-](F)(F)(F)F.CN1CCOCC1.[Cl:47][C:48]1[CH:61]=[CH:60][C:51]2[NH:52][C:53]([C@@H:55]([NH2:59])[CH2:56][O:57][CH3:58])=[N:54][C:50]=2[CH:49]=1.ClCl. (5) The reactants are: [CH3:1][O:2][C:3]1[CH:8]=[C:7]([N:9]2[CH2:14][CH2:13][CH:12]([N:15]3[CH2:20][CH2:19][O:18][CH2:17][CH2:16]3)[CH2:11][CH2:10]2)[CH:6]=[CH:5][C:4]=1[NH2:21].CS([C:25]1[N:30]=[CH:29][C:28]2=[CH:31][CH:32]=[C:33]([C:34]3[CH:39]=[CH:38][CH:37]=[CH:36][C:35]=3[S:40]([CH3:43])(=[O:42])=[O:41])[N:27]2[N:26]=1)=O. Given the product [CH3:43][S:40]([C:35]1[CH:36]=[CH:37][CH:38]=[CH:39][C:34]=1[C:33]1[N:27]2[C:28]([CH:29]=[N:30][C:25]([NH:21][C:4]3[CH:5]=[CH:6][C:7]([N:9]4[CH2:14][CH2:13][CH:12]([N:15]5[CH2:20][CH2:19][O:18][CH2:17][CH2:16]5)[CH2:11][CH2:10]4)=[CH:8][C:3]=3[O:2][CH3:1])=[N:26]2)=[CH:31][CH:32]=1)(=[O:41])=[O:42], predict the reactants needed to synthesize it. (6) Given the product [C:13]1([CH2:12][O:1][C:2]2[CH:9]=[CH:8][C:5]([CH:6]=[O:7])=[CH:4][CH:3]=2)[CH:18]=[CH:17][CH:16]=[CH:15][CH:14]=1, predict the reactants needed to synthesize it. The reactants are: [OH:1][C:2]1[CH:9]=[CH:8][C:5]([CH:6]=[O:7])=[CH:4][CH:3]=1.[OH-].[Na+].[CH2:12](Br)[C:13]1[CH:18]=[CH:17][CH:16]=[CH:15][CH:14]=1.